From a dataset of Forward reaction prediction with 1.9M reactions from USPTO patents (1976-2016). Predict the product of the given reaction. (1) Given the reactants [CH2:1]([S:6][C:7]1[S:8][C:9]2[CH:15]=[C:14]([S:16]([N:19]([CH2:25][C:26]3[CH:31]=CC=C[CH:27]=3)[C@H](C)C(O)=O)(=[O:18])=[O:17])[CH:13]=[CH:12][C:10]=2[N:11]=1)CCCC.C(Cl)(=O)[C:33]([Cl:35])=[O:34].CN(C=O)C, predict the reaction product. The product is: [CH3:31][CH:26]([CH3:27])[C@@H:25]([NH:19][S:16]([C:14]1[CH:13]=[CH:12][C:10]2[N:11]=[C:7]([S:6][CH3:1])[S:8][C:9]=2[CH:15]=1)(=[O:17])=[O:18])[C:33]([Cl:35])=[O:34]. (2) Given the reactants [NH:1]1[CH:5]=[CH:4][C:3]([C:6]2[S:10][C:9]([C:11]3[CH:12]=[N:13][CH:14]=[CH:15][CH:16]=3)=[N:8][C:7]=2[C:17]([F:20])([F:19])[F:18])=[N:2]1.Cl[C:22]1[N:27]=[CH:26][CH:25]=[CH:24][N:23]=1.[H-].[Na+], predict the reaction product. The product is: [N:13]1[CH:14]=[CH:15][CH:16]=[C:11]([C:9]2[S:10][C:6]([C:3]3[CH:4]=[CH:5][N:1]([C:22]4[N:27]=[CH:26][CH:25]=[CH:24][N:23]=4)[N:2]=3)=[C:7]([C:17]([F:19])([F:18])[F:20])[N:8]=2)[CH:12]=1. (3) Given the reactants F[C:2]1[CH:16]=[CH:15][C:5]([CH2:6][CH:7]([C:12]([CH3:14])=[O:13])[C:8]([O:10][CH3:11])=[O:9])=[CH:4][CH:3]=1.[CH2:17]([O:24]C1C=CC(CCl)=CC=1)[C:18]1[CH:23]=[CH:22][CH:21]=[CH:20][CH:19]=1, predict the reaction product. The product is: [CH2:17]([O:24][C:2]1[CH:16]=[CH:15][C:5]([CH2:6][CH:7]([C:12]([CH3:14])=[O:13])[C:8]([O:10][CH3:11])=[O:9])=[CH:4][CH:3]=1)[C:18]1[CH:23]=[CH:22][CH:21]=[CH:20][CH:19]=1. (4) Given the reactants [CH3:1][N:2]1[C:6]([C:7]2[C:8](=[O:33])[NH:9][C:10](=[O:32])[N:11]([CH2:13][CH2:14][CH2:15][N:16]3[CH2:21][C@H:20]4[C@:18]([C:22]5[CH:27]=[CH:26][C:25]([C:28]([F:31])([F:30])[F:29])=[CH:24][CH:23]=5)([CH2:19]4)[CH2:17]3)[CH:12]=2)=[CH:5][C:4]([CH3:34])=[N:3]1.[ClH:35], predict the reaction product. The product is: [ClH:35].[CH3:1][N:2]1[C:6]([C:7]2[C:8](=[O:33])[NH:9][C:10](=[O:32])[N:11]([CH2:13][CH2:14][CH2:15][N:16]3[CH2:21][C@H:20]4[C@:18]([C:22]5[CH:27]=[CH:26][C:25]([C:28]([F:29])([F:30])[F:31])=[CH:24][CH:23]=5)([CH2:19]4)[CH2:17]3)[CH:12]=2)=[CH:5][C:4]([CH3:34])=[N:3]1. (5) Given the reactants [C:1]([C:4]12[CH2:11][CH2:10][C:7]([NH:12][CH2:13][C:14]([N:16]3[CH2:20][C@@H:19]([F:21])[CH2:18][C@H:17]3[C:22]#[N:23])=[O:15])([CH2:8][CH2:9]1)[CH2:6][CH2:5]2)(O)=[O:2].ON1C2C=CC=CC=2N=N1.Cl.CN(C)CCCN=C=NCC.[F:46][C:47]([F:56])([F:55])[C:48]1[CH:54]=[CH:53][C:51]([NH2:52])=[CH:50][CH:49]=1.CN(C1C=CC=CN=1)C, predict the reaction product. The product is: [F:21][C@@H:19]1[CH2:20][N:16]([C:14](=[O:15])[CH2:13][NH:12][C:7]23[CH2:10][CH2:11][C:4]([C:1]([NH:52][C:51]4[CH:53]=[CH:54][C:48]([C:47]([F:46])([F:55])[F:56])=[CH:49][CH:50]=4)=[O:2])([CH2:9][CH2:8]2)[CH2:5][CH2:6]3)[C@H:17]([C:22]#[N:23])[CH2:18]1. (6) Given the reactants [NH2:1][CH:2]1[CH2:5][N:4]([C:6]([C:8]2[CH:9]=[C:10]([CH:23]=[CH:24][C:25]=2[F:26])[CH2:11][C:12]2[C:21]3[C:16](=[CH:17][CH:18]=[CH:19][CH:20]=3)[C:15](=[O:22])[NH:14][N:13]=2)=[O:7])[CH2:3]1.[CH3:27][CH:28]([CH3:32])[C:29](=O)[CH3:30].C(O[BH-](OC(=O)C)OC(=O)C)(=O)C.[Na+], predict the reaction product. The product is: [F:26][C:25]1[CH:24]=[CH:23][C:10]([CH2:11][C:12]2[C:21]3[C:16](=[CH:17][CH:18]=[CH:19][CH:20]=3)[C:15](=[O:22])[NH:14][N:13]=2)=[CH:9][C:8]=1[C:6]([N:4]1[CH2:3][CH:2]([NH:1][CH:29]([CH:28]([CH3:32])[CH3:27])[CH3:30])[CH2:5]1)=[O:7].